This data is from Catalyst prediction with 721,799 reactions and 888 catalyst types from USPTO. The task is: Predict which catalyst facilitates the given reaction. (1) Reactant: [CH3:1][Si:2]([C:5]#[C:6][C:7]1([OH:13])[CH2:12][CH2:11][O:10][CH2:9][CH2:8]1)([CH3:4])[CH3:3].[H-].[Na+].I[CH3:17]. Product: [CH3:17][O:13][C:7]1([C:6]#[C:5][Si:2]([CH3:3])([CH3:4])[CH3:1])[CH2:8][CH2:9][O:10][CH2:11][CH2:12]1. The catalyst class is: 118. (2) Reactant: C[O:2][C:3]([C@@H:5]1[C@@H:10]([C:11]2[CH:16]=[CH:15][C:14]([O:17][CH2:18][CH2:19][O:20][C:21]3[C:26]([Cl:27])=[CH:25][C:24]([CH3:28])=[CH:23][C:22]=3[Cl:29])=[CH:13][CH:12]=2)[CH2:9][CH2:8][N:7]([C:30]([O:32][C:33]([CH3:36])([CH3:35])[CH3:34])=[O:31])[CH2:6]1)=[O:4].[OH-].[Na+].O. Product: [C:33]([O:32][C:30]([N:7]1[CH2:8][CH2:9][C@H:10]([C:11]2[CH:16]=[CH:15][C:14]([O:17][CH2:18][CH2:19][O:20][C:21]3[C:26]([Cl:27])=[CH:25][C:24]([CH3:28])=[CH:23][C:22]=3[Cl:29])=[CH:13][CH:12]=2)[C@@H:5]([C:3]([OH:4])=[O:2])[CH2:6]1)=[O:31])([CH3:36])([CH3:34])[CH3:35]. The catalyst class is: 5. (3) Reactant: [C:1]([O:5][C:6]([N:8]1[CH2:13][CH2:12][CH:11]([C:14]2[C:18]3[CH:19]=[CH:20][C:21]([F:24])=[C:22]([OH:23])[C:17]=3[O:16][N:15]=2)[CH2:10][CH2:9]1)=[O:7])([CH3:4])([CH3:3])[CH3:2].[CH3:25]C(C)([O-])C.[K+].IC. Product: [C:1]([O:5][C:6]([N:8]1[CH2:9][CH2:10][CH:11]([C:14]2[C:18]3[CH:19]=[CH:20][C:21]([F:24])=[C:22]([O:23][CH3:25])[C:17]=3[O:16][N:15]=2)[CH2:12][CH2:13]1)=[O:7])([CH3:4])([CH3:2])[CH3:3]. The catalyst class is: 60. (4) Reactant: [Br:1][C:2]1[CH:3]=[CH:4][C:5]2[CH:6]([CH:18]3[CH2:23][CH2:22][N:21](C(=O)C(F)(F)F)[CH2:20][CH2:19]3)[C:7]3[C:12]([O:13][C:14]=2[CH:15]=1)=[C:11]([O:16][CH3:17])[CH:10]=[CH:9][CH:8]=3.[OH-].[Na+].C(Cl)Cl. Product: [Br:1][C:2]1[CH:3]=[CH:4][C:5]2[CH:6]([CH:18]3[CH2:19][CH2:20][NH:21][CH2:22][CH2:23]3)[C:7]3[C:12]([O:13][C:14]=2[CH:15]=1)=[C:11]([O:16][CH3:17])[CH:10]=[CH:9][CH:8]=3. The catalyst class is: 5. (5) Reactant: [C:12]([O:11][C:9](O[C:9]([O:11][C:12]([CH3:15])([CH3:14])[CH3:13])=[O:10])=[O:10])([CH3:15])([CH3:14])[CH3:13].[NH2:16][C:17]1[CH:22]=[C:21]([NH2:23])[CH:20]=[CH:19][C:18]=1[CH3:24].CCCCCC.C(OCC)(=O)C.O. Product: [CH3:24][C:18]1[CH:19]=[CH:20][C:21]([NH:23][C:9]([O:11][C:12]([CH3:13])([CH3:14])[CH3:15])=[O:10])=[CH:22][C:17]=1[NH2:16]. The catalyst class is: 5.